Dataset: Catalyst prediction with 721,799 reactions and 888 catalyst types from USPTO. Task: Predict which catalyst facilitates the given reaction. (1) Reactant: [OH:1][C:2]1[CH:3]=[C:4]([CH:9]=[CH:10][C:11]=1[O:12][CH3:13])[C:5]([O:7][CH3:8])=[O:6].Br[CH2:15][CH2:16][Cl:17].C([O-])([O-])=O.[K+].[K+].CCOC(C)=O. Product: [CH3:8][O:7][C:5](=[O:6])[C:4]1[CH:9]=[CH:10][C:11]([O:12][CH3:13])=[C:2]([O:1][CH2:15][CH2:16][Cl:17])[CH:3]=1. The catalyst class is: 3. (2) Reactant: [Cl:1][C:2]1[CH:7]=[C:6]([O:8][CH2:9][CH:10]=[C:11]([Cl:13])[Cl:12])[CH:5]=[C:4]([Cl:14])[C:3]=1[OH:15].[Cl:16][C:17]([Cl:31])=[CH:18][CH2:19][O:20][N:21]=[CH:22][C:23]1[CH:28]=[CH:27][C:26]([CH2:29]O)=[CH:25][CH:24]=1.C1(P(C2C=CC=CC=2)C2C=CC=CC=2)C=CC=CC=1.N(C(OC(C)C)=O)=NC(OC(C)C)=O. Product: [Cl:16][C:17]([Cl:31])=[CH:18][CH2:19][O:20][N:21]=[CH:22][C:23]1[CH:24]=[CH:25][C:26]([CH2:29][O:15][C:3]2[C:2]([Cl:1])=[CH:7][C:6]([O:8][CH2:9][CH:10]=[C:11]([Cl:13])[Cl:12])=[CH:5][C:4]=2[Cl:14])=[CH:27][CH:28]=1. The catalyst class is: 4.